This data is from Forward reaction prediction with 1.9M reactions from USPTO patents (1976-2016). The task is: Predict the product of the given reaction. (1) Given the reactants [N:1]1[C:6]([CH2:7][OH:8])=[CH:5][CH:4]=[CH:3][C:2]=1[CH2:9][OH:10].[OH-].[K+].[CH2:13](Br)[C:14]1[CH:19]=[CH:18][CH:17]=[CH:16][CH:15]=1, predict the reaction product. The product is: [CH2:13]([O:10][CH2:9][C:2]1[CH:3]=[CH:4][CH:5]=[C:6]([CH2:7][OH:8])[N:1]=1)[C:14]1[CH:19]=[CH:18][CH:17]=[CH:16][CH:15]=1. (2) Given the reactants Br[C:2]1[C:11]2[C:6](=[CH:7][CH:8]=[C:9]([Cl:12])[CH:10]=2)[N:5]=[C:4]([NH:13][CH2:14][C:15]2[CH:20]=[CH:19][CH:18]=[CH:17][C:16]=2[O:21][CH3:22])[CH:3]=1.[N:23]1[CH:28]=[CH:27][CH:26]=[C:25](B(O)O)[CH:24]=1.C1(P(C2C=CC=CC=2)C2C=CC=CC=2)C=CC=CC=1, predict the reaction product. The product is: [Cl:12][C:9]1[CH:10]=[C:11]2[C:6](=[CH:7][CH:8]=1)[N:5]=[C:4]([NH:13][CH2:14][C:15]1[CH:20]=[CH:19][CH:18]=[CH:17][C:16]=1[O:21][CH3:22])[CH:3]=[C:2]2[C:25]1[CH:24]=[N:23][CH:28]=[CH:27][CH:26]=1. (3) Given the reactants [Br:1][C:2]1[S:6][C:5]([C:7]([OH:9])=O)=[CH:4][CH:3]=1.S(Cl)(Cl)=O.Cl.[NH2:15][C:16]([CH3:25])([CH3:24])[C:17]([O:19][C:20]([CH3:23])([CH3:22])[CH3:21])=[O:18].O, predict the reaction product. The product is: [Br:1][C:2]1[S:6][C:5]([C:7]([NH:15][C:16]([CH3:25])([CH3:24])[C:17]([O:19][C:20]([CH3:23])([CH3:22])[CH3:21])=[O:18])=[O:9])=[CH:4][CH:3]=1. (4) The product is: [I:12][C:3]1[C:4]2[C:5](=[CH:6][N:7]=[CH:8][CH:9]=2)[NH:1][N:2]=1. Given the reactants [NH:1]1[C:5]2=[CH:6][N:7]=[CH:8][CH:9]=[C:4]2[CH:3]=[N:2]1.[OH-].[K+].[I:12]I, predict the reaction product. (5) Given the reactants Cl[C:2]1[N:11]=[C:10]([N:12]([CH3:14])[CH3:13])[C:9]2[C:4](=[CH:5][CH:6]=[CH:7][CH:8]=2)[N:3]=1.[C:15]([O:19][C:20](=[O:29])[NH:21][C:22]1[CH:27]=[CH:26][C:25]([NH2:28])=[CH:24][CH:23]=1)([CH3:18])([CH3:17])[CH3:16], predict the reaction product. The product is: [C:15]([O:19][C:20](=[O:29])[NH:21][C:22]1[CH:23]=[CH:24][C:25]([NH:28][C:2]2[N:11]=[C:10]([N:12]([CH3:14])[CH3:13])[C:9]3[C:4](=[CH:5][CH:6]=[CH:7][CH:8]=3)[N:3]=2)=[CH:26][CH:27]=1)([CH3:18])([CH3:16])[CH3:17]. (6) Given the reactants F[C:2]1[CH:7]=[CH:6][CH:5]=[C:4]([F:8])[C:3]=1[N:9]=[C:10]1[NH:14][C:13](=[O:15])[CH2:12][S:11]1.[CH3:16][C:17]1[O:18][C:19]2[CH:25]=[C:24]([CH:26]=O)[CH:23]=[CH:22][C:20]=2[N:21]=1.N1CCCCC1.C(OCC)C, predict the reaction product. The product is: [F:8][C:4]1[CH:5]=[CH:6][CH:7]=[CH:2][C:3]=1[N:9]=[C:10]1[NH:14][C:13](=[O:15])[C:12](=[CH:26][C:24]2[CH:23]=[CH:22][C:20]3[N:21]=[C:17]([CH3:16])[O:18][C:19]=3[CH:25]=2)[S:11]1.